From a dataset of Catalyst prediction with 721,799 reactions and 888 catalyst types from USPTO. Predict which catalyst facilitates the given reaction. (1) Reactant: [NH:1]1[C:9]2[C:4](=[CH:5][CH:6]=[CH:7][CH:8]=2)[CH:3]=[CH:2]1.[H-].[Na+].[CH:12](I)([CH3:14])[CH3:13].O. Product: [CH:12]([N:1]1[C:9]2[C:4](=[CH:5][CH:6]=[CH:7][CH:8]=2)[CH:3]=[CH:2]1)([CH3:14])[CH3:13]. The catalyst class is: 3. (2) Reactant: [CH3:1][O:2][C:3]1[C:11]([CH3:12])=[C:10]2[C:6]([C:7](=[O:13])[O:8][CH2:9]2)=[C:5]([O:14][CH2:15][CH2:16][Si:17]([CH3:20])([CH3:19])[CH3:18])[C:4]=1[CH2:21][CH:22]=[C:23]([CH3:29])[CH2:24][P:25](=[O:28])([OH:27])[OH:26].[C:30]1(O)[CH:35]=[CH:34][CH:33]=[CH:32][CH:31]=1.[CH:37]1(N=C=N[CH:37]2[CH2:42][CH2:41][CH2:40][CH2:39][CH2:38]2)[CH2:42][CH2:41][CH2:40][CH2:39][CH2:38]1. Product: [C:30]1([O:28][P:25]([CH2:24][C:23]([CH3:29])=[CH:22][CH2:21][C:4]2[C:5]([O:14][CH2:15][CH2:16][Si:17]([CH3:19])([CH3:20])[CH3:18])=[C:6]3[C:10](=[C:11]([CH3:12])[C:3]=2[O:2][CH3:1])[CH2:9][O:8][C:7]3=[O:13])(=[O:26])[O:27][C:37]2[CH:42]=[CH:41][CH:40]=[CH:39][CH:38]=2)[CH:35]=[CH:34][CH:33]=[CH:32][CH:31]=1. The catalyst class is: 239. (3) Reactant: [NH2:1][C:2]1[CH:7]=[C:6]([CH3:8])[C:5]([CH3:9])=[CH:4][C:3]=1[C:10]([C:12]1[CH:17]=[CH:16][CH:15]=[CH:14][C:13]=1[Cl:18])=O.[NH2:19][C:20]1[C:21]([CH3:29])=[N:22][N:23]([CH2:26][CH:27]=[CH2:28])[C:24]=1Cl.O.C1(C)C=CC(S(O)(=O)=O)=CC=1. Product: [Cl:18][C:13]1[CH:14]=[CH:15][CH:16]=[CH:17][C:12]=1[C:10]1[C:3]2[CH:4]=[C:5]([CH3:9])[C:6]([CH3:8])=[CH:7][C:2]=2[N:1]=[C:24]2[N:23]([CH2:26][CH:27]=[CH2:28])[NH:22][C:21]([CH3:29])=[C:20]2[N:19]=1. The catalyst class is: 32. (4) Reactant: CON(C)[C:4](=[O:17])[C:5]1[CH:10]=[CH:9][C:8]([O:11][CH2:12][C:13]([F:16])([F:15])[F:14])=[N:7][CH:6]=1.[CH3:19][Mg]Br.C(=O)([O-])O.[Na+]. Product: [F:16][C:13]([F:14])([F:15])[CH2:12][O:11][C:8]1[N:7]=[CH:6][C:5]([C:4](=[O:17])[CH3:19])=[CH:10][CH:9]=1. The catalyst class is: 1. (5) Reactant: [C:1]([CH2:4][C:5]1[CH:14]=[CH:13][C:8]([C:9]([O:11][CH3:12])=[O:10])=[C:7]([O:15][CH3:16])[CH:6]=1)([OH:3])=[O:2].S(Cl)([Cl:20])(=O)=O. Product: [Cl:20][C:14]1[C:5]([CH2:4][C:1]([OH:3])=[O:2])=[CH:6][C:7]([O:15][CH3:16])=[C:8]([CH:13]=1)[C:9]([O:11][CH3:12])=[O:10]. The catalyst class is: 15.